From a dataset of Forward reaction prediction with 1.9M reactions from USPTO patents (1976-2016). Predict the product of the given reaction. (1) Given the reactants [NH2:1][C:2]1[C:3]([F:33])=[C:4]([C:8]2[N:9]=[C:10]([CH:20]3[CH2:25][CH2:24][N:23]([C:26]([O:28][C:29]([CH3:32])([CH3:31])[CH3:30])=[O:27])[CH2:22][CH2:21]3)[S:11][C:12]=2[C:13]2[CH:18]=[CH:17][N:16]=[C:15]([Cl:19])[N:14]=2)[CH:5]=[CH:6][CH:7]=1.[F:34][C:35]1[CH:40]=[CH:39][CH:38]=[C:37]([F:41])[C:36]=1[S:42](Cl)(=[O:44])=[O:43], predict the reaction product. The product is: [Cl:19][C:15]1[N:14]=[C:13]([C:12]2[S:11][C:10]([CH:20]3[CH2:25][CH2:24][N:23]([C:26]([O:28][C:29]([CH3:30])([CH3:32])[CH3:31])=[O:27])[CH2:22][CH2:21]3)=[N:9][C:8]=2[C:4]2[CH:5]=[CH:6][CH:7]=[C:2]([NH:1][S:42]([C:36]3[C:37]([F:41])=[CH:38][CH:39]=[CH:40][C:35]=3[F:34])(=[O:44])=[O:43])[C:3]=2[F:33])[CH:18]=[CH:17][N:16]=1. (2) Given the reactants Cl.[NH:2]1[CH:6]=[CH:5][N:4]=[C:3]1[C:7]1[CH:8]=[CH:9][C:10]([CH3:23])=[C:11]([NH:13][C:14](=[O:22])[C:15]2[CH:20]=[CH:19][C:18]([NH2:21])=[CH:17][CH:16]=2)[CH:12]=1.[O:24]1[CH2:29][CH2:28][N:27]([C:30]2[CH:31]=[CH:32][C:33]([CH:36]=O)=[N:34][CH:35]=2)[CH2:26][CH2:25]1.C(O[BH-](OC(=O)C)OC(=O)C)(=O)C.[Na+].Cl, predict the reaction product. The product is: [NH:2]1[CH:6]=[CH:5][N:4]=[C:3]1[C:7]1[CH:8]=[CH:9][C:10]([CH3:23])=[C:11]([NH:13][C:14](=[O:22])[C:15]2[CH:20]=[CH:19][C:18]([NH:21][CH2:36][C:33]3[CH:32]=[CH:31][C:30]([N:27]4[CH2:28][CH2:29][O:24][CH2:25][CH2:26]4)=[CH:35][N:34]=3)=[CH:17][CH:16]=2)[CH:12]=1.